From a dataset of Full USPTO retrosynthesis dataset with 1.9M reactions from patents (1976-2016). Predict the reactants needed to synthesize the given product. (1) Given the product [NH2:21][C:19]1[N:20]=[C:15]([C:8]2[CH:9]=[CH:10][C:5]([C:3]([O:2][CH3:1])=[O:4])=[CH:6][CH:7]=2)[CH:16]=[C:17]([NH:22][CH3:23])[N:18]=1, predict the reactants needed to synthesize it. The reactants are: [CH3:1][O:2][C:3]([C:5]1[CH:10]=[CH:9][C:8](B(O)O)=[CH:7][CH:6]=1)=[O:4].I[C:15]1[N:20]=[C:19]([NH2:21])[N:18]=[C:17]([NH:22][CH3:23])[CH:16]=1. (2) Given the product [CH2:1]([O:3][CH2:4][C:5]([C:8]1[C:9]([F:34])=[CH:10][C:11]([NH2:12])=[CH:31][C:32]=1[F:33])([CH3:7])[CH3:6])[CH3:2], predict the reactants needed to synthesize it. The reactants are: [CH2:1]([O:3][CH2:4][C:5]([C:8]1[C:32]([F:33])=[CH:31][C:11]([N:12](CC2C=CC(OC)=CC=2)CC2C=CC(OC)=CC=2)=[CH:10][C:9]=1[F:34])([CH3:7])[CH3:6])[CH3:2].Cl. (3) The reactants are: [NH2:1][C:2]1[CH:29]=[CH:28][C:5]2[NH:6][C:7]([C:12]3[C:13](=[O:27])[N:14]([CH2:22][CH2:23][CH:24]([CH3:26])[CH3:25])[N:15]=[C:16]([CH:19]([CH3:21])[CH3:20])[C:17]=3[OH:18])=[N:8][S:9](=[O:11])(=[O:10])[C:4]=2[CH:3]=1.C(N(CC)CC)C.[C:37](Cl)(=[O:44])[C:38]1[CH:43]=[CH:42][CH:41]=[CH:40][CH:39]=1.C([O-])(O)=O.[Na+]. Given the product [OH:18][C:17]1[C:16]([CH:19]([CH3:21])[CH3:20])=[N:15][N:14]([CH2:22][CH2:23][CH:24]([CH3:25])[CH3:26])[C:13](=[O:27])[C:12]=1[C:7]1[NH:6][C:5]2[CH:28]=[CH:29][C:2]([NH:1][C:37](=[O:44])[C:38]3[CH:43]=[CH:42][CH:41]=[CH:40][CH:39]=3)=[CH:3][C:4]=2[S:9](=[O:10])(=[O:11])[N:8]=1, predict the reactants needed to synthesize it. (4) Given the product [CH2:17]([C:12]1[CH:13]=[CH:14][CH:15]=[CH:16][C:11]=1[NH:10][C:8]([C:3]1[C:4]([CH3:7])=[N:5][S:6][C:2]=1[NH:1][C:20]1[C:21]2[S:28][CH:27]=[CH:26][C:22]=2[N:23]=[CH:24][N:25]=1)=[O:9])[CH3:18], predict the reactants needed to synthesize it. The reactants are: [NH2:1][C:2]1[S:6][N:5]=[C:4]([CH3:7])[C:3]=1[C:8]([NH:10][C:11]1[CH:16]=[CH:15][CH:14]=[CH:13][C:12]=1[CH2:17][CH3:18])=[O:9].Cl[C:20]1[C:21]2[S:28][CH:27]=[CH:26][C:22]=2[N:23]=[CH:24][N:25]=1.C(=O)([O-])[O-].[Cs+].[Cs+].CC1(C)C2C(=C(P(C3C=CC=CC=3)C3C=CC=CC=3)C=CC=2)OC2C(P(C3C=CC=CC=3)C3C=CC=CC=3)=CC=CC1=2.